From a dataset of Full USPTO retrosynthesis dataset with 1.9M reactions from patents (1976-2016). Predict the reactants needed to synthesize the given product. (1) Given the product [CH2:1]([CH:3]1[N:12]2[C:7](=[CH:8][C:9](=[O:18])[C:10]([C:13]([OH:15])=[O:14])=[CH:11]2)[C:6]2[CH:19]=[C:20]([O:31][CH3:32])[C:21]([O:23][CH2:24][CH2:25][N:26]3[CH:30]=[CH:29][N:28]=[CH:27]3)=[CH:22][C:5]=2[CH2:4]1)[CH3:2], predict the reactants needed to synthesize it. The reactants are: [CH2:1]([CH:3]1[N:12]2[C:7](=[CH:8][C:9](=[O:18])[C:10]([C:13]([O:15]CC)=[O:14])=[CH:11]2)[C:6]2[CH:19]=[C:20]([O:31][CH3:32])[C:21]([O:23][CH2:24][CH2:25][N:26]3[CH:30]=[CH:29][N:28]=[CH:27]3)=[CH:22][C:5]=2[CH2:4]1)[CH3:2].[OH-].[Na+].Cl. (2) Given the product [O:1]1[CH2:7][CH2:6][CH2:5][N:4]([CH2:8][CH2:9][N:10]2[C:14]3=[N:15][CH:16]=[N:17][C:18]([NH:19][C:24]([NH:23][CH2:20][CH2:21][CH3:22])=[O:25])=[C:13]3[CH:12]=[N:11]2)[CH2:3][CH2:2]1, predict the reactants needed to synthesize it. The reactants are: [O:1]1[CH2:7][CH2:6][CH2:5][N:4]([CH2:8][CH2:9][N:10]2[C:14]3=[N:15][CH:16]=[N:17][C:18]([NH2:19])=[C:13]3[CH:12]=[N:11]2)[CH2:3][CH2:2]1.[CH2:20]([N:23]=[C:24]=[O:25])[CH2:21][CH3:22].